This data is from Forward reaction prediction with 1.9M reactions from USPTO patents (1976-2016). The task is: Predict the product of the given reaction. (1) Given the reactants [C:1]([N:4]([C:35]1[CH:40]=[CH:39][C:38]([Cl:41])=[CH:37][CH:36]=1)[C@H:5]1[C:14]2[C:9](=[CH:10][CH:11]=[CH:12][CH:13]=2)[N:8]([C:15]([C:17]2[CH:22]=[CH:21][C:20]([CH2:23][CH2:24][CH2:25][C:26]([CH3:32])([CH3:31])[C:27]([O:29]C)=[O:28])=[C:19]([F:33])[CH:18]=2)=[O:16])[C@@H:7]([CH3:34])[CH2:6]1)(=[O:3])[CH3:2].[OH-].[Na+], predict the reaction product. The product is: [C:1]([N:4]([C:35]1[CH:36]=[CH:37][C:38]([Cl:41])=[CH:39][CH:40]=1)[C@H:5]1[C:14]2[C:9](=[CH:10][CH:11]=[CH:12][CH:13]=2)[N:8]([C:15]([C:17]2[CH:22]=[CH:21][C:20]([CH2:23][CH2:24][CH2:25][C:26]([CH3:32])([CH3:31])[C:27]([OH:29])=[O:28])=[C:19]([F:33])[CH:18]=2)=[O:16])[C@@H:7]([CH3:34])[CH2:6]1)(=[O:3])[CH3:2]. (2) Given the reactants [NH:1]([C:5]1[CH:6]=[C:7]([CH:11]=[CH:12][CH:13]=1)[C:8]([NH2:10])=[O:9])[C:2]([NH2:4])=[S:3].Br[CH2:15][C:16]([C:18]1[S:22][C:21]([CH3:23])=[N:20][C:19]=1[CH3:24])=O.Br, predict the reaction product. The product is: [CH3:23][C:21]1[S:22][C:18]([C:16]2[N:4]=[C:2]([NH:1][C:5]3[CH:6]=[C:7]([CH:11]=[CH:12][CH:13]=3)[C:8]([NH2:10])=[O:9])[S:3][CH:15]=2)=[C:19]([CH3:24])[N:20]=1. (3) Given the reactants C(Cl)(=O)C(Cl)=O.CS(C)=O.[F:11][C:12]1[CH:13]=[C:14]([C@:25]([NH:40][C:41]([NH:43][C@@H:44]2[CH2:48][CH2:47][CH2:46][C@H:45]2[OH:49])=[O:42])([C:33]2[CH:38]=[CH:37][C:36]([F:39])=[CH:35][CH:34]=2)[CH2:26][C:27]2[CH:32]=[CH:31][CH:30]=[CH:29][CH:28]=2)[CH:15]=[C:16]([O:18][C:19]([F:24])([F:23])[CH:20]([F:22])[F:21])[CH:17]=1, predict the reaction product. The product is: [F:11][C:12]1[CH:13]=[C:14]([C@:25]([NH:40][C:41]([NH:43][C:44]2[C:45](=[O:49])[CH2:46][CH2:47][CH:48]=2)=[O:42])([C:33]2[CH:38]=[CH:37][C:36]([F:39])=[CH:35][CH:34]=2)[CH2:26][C:27]2[CH:28]=[CH:29][CH:30]=[CH:31][CH:32]=2)[CH:15]=[C:16]([O:18][C:19]([F:23])([F:24])[CH:20]([F:21])[F:22])[CH:17]=1.[F:11][C:12]1[CH:13]=[C:14]([C@:25]([NH:40][C:41]([NH:43][C@@H:44]2[CH2:48][CH2:47][CH2:46][C:45]2=[O:49])=[O:42])([C:33]2[CH:38]=[CH:37][C:36]([F:39])=[CH:35][CH:34]=2)[CH2:26][C:27]2[CH:28]=[CH:29][CH:30]=[CH:31][CH:32]=2)[CH:15]=[C:16]([O:18][C:19]([F:23])([F:24])[CH:20]([F:21])[F:22])[CH:17]=1. (4) Given the reactants [CH:1]([C:3]1[CH:10]=[CH:9][C:6]([C:7]#[N:8])=[CH:5][CH:4]=1)=O.[CH:11]([NH2:13])=[O:12].[CH3:14][C:15]1[CH:20]=[CH:19][C:18]([S:21]([OH:23])=[O:22])=[CH:17][CH:16]=1.Cl[Si](C)(C)C, predict the reaction product. The product is: [C:7]([C:6]1[CH:9]=[CH:10][C:3]([CH:1]([S:21]([C:18]2[CH:19]=[CH:20][C:15]([CH3:14])=[CH:16][CH:17]=2)(=[O:23])=[O:22])[NH:13][CH:11]=[O:12])=[CH:4][CH:5]=1)#[N:8]. (5) Given the reactants Br[C:2]1[CH:7]=[CH:6][C:5]([CH:8]([NH:15][C:16]2[CH:25]=[CH:24][C:19]([C:20]([O:22][CH3:23])=[O:21])=[CH:18][CH:17]=2)[CH2:9][CH2:10][C:11]([F:14])([F:13])[F:12])=[C:4]([CH3:26])[CH:3]=1.[CH3:27][C:28]1([CH3:44])[C:32]([CH3:34])([CH3:33])[O:31][B:30]([B:30]2[O:31][C:32]([CH3:34])([CH3:33])[C:28]([CH3:44])([CH3:27])[O:29]2)[O:29]1.C([O-])(=O)C.[K+].CS(C)=O, predict the reaction product. The product is: [F:12][C:11]([F:14])([F:13])[CH2:10][CH2:9][CH:8]([NH:15][C:16]1[CH:25]=[CH:24][C:19]([C:20]([O:22][CH3:23])=[O:21])=[CH:18][CH:17]=1)[C:5]1[CH:6]=[CH:7][C:2]([B:30]2[O:31][C:32]([CH3:34])([CH3:33])[C:28]([CH3:44])([CH3:27])[O:29]2)=[CH:3][C:4]=1[CH3:26]. (6) Given the reactants [CH2:1]([N:5]1[C:9]2[CH:10]=[C:11]([CH:14]=[N:15][CH3:16])[CH:12]=[CH:13][C:8]=2[N:7]=[C:6]1[NH2:17])[CH:2]([CH3:4])[CH3:3].C1(C)C=CC(S([CH:27]([N+:34]#[C-:35])[C:28]2[CH:33]=[CH:32][CH:31]=[CH:30][CH:29]=2)(=O)=O)=CC=1.CN, predict the reaction product. The product is: [CH2:1]([N:5]1[C:9]2[CH:10]=[C:11]([C:14]3[N:15]([CH3:16])[CH:35]=[N:34][C:27]=3[C:28]3[CH:29]=[CH:30][CH:31]=[CH:32][CH:33]=3)[CH:12]=[CH:13][C:8]=2[N:7]=[C:6]1[NH2:17])[CH:2]([CH3:4])[CH3:3]. (7) Given the reactants [C:1]1([C:20]2[CH:25]=[CH:24][CH:23]=[CH:22][CH:21]=2)[CH:6]=[CH:5][C:4]([N:7]2[C:19]3[CH:18]=[CH:17][CH:16]=[CH:15][C:14]=3[C:13]3[C:8]2=[CH:9][CH:10]=[CH:11][CH:12]=3)=[CH:3][CH:2]=1.[Br:26]N1C(=O)CCC1=O, predict the reaction product. The product is: [C:1]1([C:20]2[CH:21]=[CH:22][CH:23]=[CH:24][CH:25]=2)[CH:6]=[CH:5][C:4]([N:7]2[C:8]3[CH:9]=[CH:10][C:11]([Br:26])=[CH:12][C:13]=3[C:14]3[C:19]2=[CH:18][CH:17]=[CH:16][CH:15]=3)=[CH:3][CH:2]=1.